Dataset: Reaction yield outcomes from USPTO patents with 853,638 reactions. Task: Predict the reaction yield, written as a fraction of the theoretical maximum amount of product (1.0 means a 100% yield; for example, 0.34 means a 34% yield). (1) The reactants are [CH:1]1([CH2:4][NH:5][C:6](=[O:43])[C:7]2[CH:12]=[C:11]([C:13]3[CH:14]=[C:15]4[C:19](=[CH:20][CH:21]=3)[N:18](C3CCCCO3)[N:17]=[C:16]4[C:28]3[NH:42][C:31]4[CH:32]=[N:33][CH:34]=[C:35]([C:36]5[CH:37]=[N:38][CH:39]=[CH:40][CH:41]=5)[C:30]=4[N:29]=3)[CH:10]=[N:9][CH:8]=2)[CH2:3][CH2:2]1.[SiH](CC)(CC)CC.C(O)(C(F)(F)F)=O. The catalyst is C(Cl)Cl. The product is [CH:1]1([CH2:4][NH:5][C:6](=[O:43])[C:7]2[CH:12]=[C:11]([C:13]3[CH:14]=[C:15]4[C:19](=[CH:20][CH:21]=3)[NH:18][N:17]=[C:16]4[C:28]3[NH:42][C:31]4[CH:32]=[N:33][CH:34]=[C:35]([C:36]5[CH:37]=[N:38][CH:39]=[CH:40][CH:41]=5)[C:30]=4[N:29]=3)[CH:10]=[N:9][CH:8]=2)[CH2:3][CH2:2]1. The yield is 0.440. (2) The reactants are [F:1][C:2]1[CH:7]=[CH:6][C:5]([N:8]2[CH2:13][CH2:12][NH:11][CH2:10][CH2:9]2)=[C:4]([C:14]([F:17])([F:16])[F:15])[CH:3]=1.[Cl:18][C:19]1[CH:28]=[CH:27][CH:26]=[C:25]2[C:20]=1[CH:21]=[CH:22][C:23]([S:29](Cl)(=[O:31])=[O:30])=[CH:24]2.C(N(C(C)C)CC)(C)C. The catalyst is ClCCl. The product is [Cl:18][C:19]1[CH:28]=[CH:27][CH:26]=[C:25]2[C:20]=1[CH:21]=[CH:22][C:23]([S:29]([N:11]1[CH2:12][CH2:13][N:8]([C:5]3[CH:6]=[CH:7][C:2]([F:1])=[CH:3][C:4]=3[C:14]([F:16])([F:15])[F:17])[CH2:9][CH2:10]1)(=[O:30])=[O:31])=[CH:24]2. The yield is 0.690. (3) The reactants are C[O:2][C:3](=[O:31])[CH:4]([NH:16][C:17]1[CH:22]=[CH:21][CH:20]=[CH:19][C:18]=1[C:23](=[O:30])[C:24]1[CH:29]=[CH:28][CH:27]=[CH:26][CH:25]=1)[CH2:5][C:6]1[CH:11]=[CH:10][C:9]([O:12][CH2:13][CH2:14]Br)=[CH:8][CH:7]=1.[CH:32]1[C:44]2[NH:43][C:42]3[C:37](=[CH:38][CH:39]=[CH:40][CH:41]=3)[C:36]=2[CH:35]=[CH:34][CH:33]=1.[OH-].[Na+]. The catalyst is C1C=CC=CC=1.[Br-].C([N+](CCCC)(CCCC)CCCC)CCC. The product is [C:23]([C:18]1[CH:19]=[CH:20][CH:21]=[CH:22][C:17]=1[NH:16][CH:4]([CH2:5][C:6]1[CH:11]=[CH:10][C:9]([O:12][CH2:13][CH2:14][C:41]2[C:42]3[NH:43][C:44]4[C:36](=[CH:35][CH:34]=[CH:33][CH:32]=4)[C:37]=3[CH:38]=[CH:39][CH:40]=2)=[CH:8][CH:7]=1)[C:3]([OH:2])=[O:31])(=[O:30])[C:24]1[CH:25]=[CH:26][CH:27]=[CH:28][CH:29]=1. The yield is 0.287. (4) The reactants are [F:1][C:2]1[CH:11]=[CH:10][CH:9]=[CH:8][C:3]=1[CH2:4][NH:5][CH2:6][CH3:7].[OH:12][C:13]1[CH:18]=[CH:17][C:16]([CH2:19][CH2:20][C:21](O)=[O:22])=[CH:15][CH:14]=1.F[B-](F)(F)F.N1(OC(N(C)C)=[N+](C)C)C2C=CC=CC=2N=N1.C(N(C(C)C)C(C)C)C. The catalyst is CN(C=O)C.CCOC(C)=O. The product is [CH2:6]([N:5]([CH2:4][C:3]1[CH:8]=[CH:9][CH:10]=[CH:11][C:2]=1[F:1])[C:21](=[O:22])[CH2:20][CH2:19][C:16]1[CH:17]=[CH:18][C:13]([OH:12])=[CH:14][CH:15]=1)[CH3:7]. The yield is 0.811. (5) The reactants are [CH3:1][C:2]([C:6]1[CH2:10][CH:9]=[CH:8][CH:7]=1)([CH3:5])[CH2:3][CH3:4].[CH3:11][C:12]([CH3:14])=O.N1CCCC1. The catalyst is CO.CCOCC.O. The product is [CH3:1][C:2]([C:6]1[CH:10]=[CH:9][C:8](=[C:12]([CH3:14])[CH3:11])[CH:7]=1)([CH3:5])[CH2:3][CH3:4]. The yield is 0.480. (6) The reactants are CON(C)[C:4](=[O:20])[C:5]1[CH:10]=[CH:9][C:8]([C:11]2[CH:15]=[C:14]([C:16]([F:19])([F:18])[F:17])[O:13][N:12]=2)=[CH:7][CH:6]=1.[CH:22]1([Mg]Br)[CH2:27][CH2:26][CH2:25][CH2:24][CH2:23]1. The catalyst is C1COCC1. The product is [CH:22]1([C:4]([C:5]2[CH:6]=[CH:7][C:8]([C:11]3[CH:15]=[C:14]([C:16]([F:17])([F:18])[F:19])[O:13][N:12]=3)=[CH:9][CH:10]=2)=[O:20])[CH2:27][CH2:26][CH2:25][CH2:24][CH2:23]1. The yield is 0.250. (7) The reactants are [CH:1]1([C:4]([NH:6][NH:7][C:8](=[O:16])[C:9]2[CH:14]=[CH:13][CH:12]=[C:11]([I:15])[CH:10]=2)=O)[CH2:3][CH2:2]1.C1(P(C2C=CC=CC=2)C2C=CC=CC=2)C=CC=CC=1.C(Cl)(Cl)(Cl)Cl.C(N(CC)CC)C. The catalyst is C(#N)C. The product is [CH:1]1([C:4]2[O:16][C:8]([C:9]3[CH:14]=[CH:13][CH:12]=[C:11]([I:15])[CH:10]=3)=[N:7][N:6]=2)[CH2:2][CH2:3]1. The yield is 0.990. (8) The reactants are [C:1]([C:5]1[CH:9]=[C:8]([NH2:10])[N:7]([C:11]2[CH:16]=[C:15]([CH3:17])[CH:14]=[CH:13][C:12]=2[CH3:18])[N:6]=1)([CH3:4])([CH3:3])[CH3:2].Cl[C:20]1[C:25]([C:26]([O:28][CH2:29][CH3:30])=[O:27])=[CH:24][N:23]=[C:22]([S:31][CH3:32])[N:21]=1.C1C=CC(P(C2C(C3C(P(C4C=CC=CC=4)C4C=CC=CC=4)=CC=C4C=3C=CC=C4)=C3C(C=CC=C3)=CC=2)C2C=CC=CC=2)=CC=1.C([O-])([O-])=O.[Cs+].[Cs+]. The catalyst is C1C=CC(/C=C/C(/C=C/C2C=CC=CC=2)=O)=CC=1.C1C=CC(/C=C/C(/C=C/C2C=CC=CC=2)=O)=CC=1.C1C=CC(/C=C/C(/C=C/C2C=CC=CC=2)=O)=CC=1.[Pd].[Pd]. The product is [C:1]([C:5]1[CH:9]=[C:8]([NH:10][C:24]2[C:25]([C:26]([O:28][CH2:29][CH3:30])=[O:27])=[CH:20][N:21]=[C:22]([S:31][CH3:32])[N:23]=2)[N:7]([C:11]2[CH:16]=[C:15]([CH3:17])[CH:14]=[CH:13][C:12]=2[CH3:18])[N:6]=1)([CH3:4])([CH3:3])[CH3:2]. The yield is 0.420. (9) The reactants are CO[C:3]1[CH:8]=[CH:7][C:6]([C@@H:9]([N:11]([CH2:22][C:23]2[N:24]=[C:25]3[CH:30]=[CH:29][CH:28]=[C:27]([N:31]4[CH2:36][CH2:35][N:34]([CH3:37])[CH2:33][CH2:32]4)[N:26]3[CH:38]=2)[C@@H:12]2[C:21]3[N:20]=[CH:19][CH:18]=[CH:17][C:16]=3[CH2:15][CH2:14][CH2:13]2)C)=[CH:5][CH:4]=1.[Br:39]C1C=CC=CC=1C=O. The yield is 0.680. No catalyst specified. The product is [Br:39][C:7]1[CH:8]=[CH:3][CH:4]=[CH:5][C:6]=1[CH2:9][N:11]([CH2:22][C:23]1[N:24]=[C:25]2[CH:30]=[CH:29][CH:28]=[C:27]([N:31]3[CH2:36][CH2:35][N:34]([CH3:37])[CH2:33][CH2:32]3)[N:26]2[CH:38]=1)[C@@H:12]1[C:21]2[N:20]=[CH:19][CH:18]=[CH:17][C:16]=2[CH2:15][CH2:14][CH2:13]1. (10) The reactants are O[CH2:2][C:3]1[CH:16]=[N:15][C:6]2[C:7]3[N:8]([CH:12]=[CH:13][CH:14]=3)[C:9](=[O:11])[NH:10][C:5]=2[CH:4]=1.[CH2:17]([NH:19][C:20](=[O:33])[C:21]1[CH:26]=[CH:25][C:24]([N:27]2[CH2:32][CH2:31][NH:30][CH2:29][CH2:28]2)=[CH:23][CH:22]=1)[CH3:18].[I-].C(C[P+](C)(C)C)#N.C(N(C(C)C)C(C)C)C. The catalyst is C(#N)CC. The product is [CH2:17]([NH:19][C:20](=[O:33])[C:21]1[CH:22]=[CH:23][C:24]([N:27]2[CH2:28][CH2:29][N:30]([CH2:2][C:3]3[CH:16]=[N:15][C:6]4[C:7]5[N:8]([CH:12]=[CH:13][CH:14]=5)[C:9](=[O:11])[NH:10][C:5]=4[CH:4]=3)[CH2:31][CH2:32]2)=[CH:25][CH:26]=1)[CH3:18]. The yield is 0.595.